Dataset: Full USPTO retrosynthesis dataset with 1.9M reactions from patents (1976-2016). Task: Predict the reactants needed to synthesize the given product. (1) Given the product [OH:3][C:2]([C:4]1[CH:5]=[CH:6][C:7]([NH:10][C:11](=[O:36])[C:12]2[CH:17]=[C:16]([CH2:18][C:19]3[C:20](=[O:31])[C:21]([O:29][CH3:30])=[C:22]([O:27][CH3:28])[C:23](=[O:26])[C:24]=3[CH3:25])[CH:15]=[CH:14][C:13]=2[OH:32])=[N:8][CH:9]=1)=[O:1], predict the reactants needed to synthesize it. The reactants are: [OH:1][C:2]([C:4]1[CH:5]=[CH:6][C:7]([NH:10][C:11](=[O:36])[C:12]2[CH:17]=[C:16]([CH2:18][C:19]3[C:20](=[O:31])[C:21]([O:29][CH3:30])=[C:22]([O:27][CH3:28])[C:23](=[O:26])[C:24]=3[CH3:25])[CH:15]=[CH:14][C:13]=2[O:32]C(=O)C)=[N:8][CH:9]=1)=[O:3].C(=O)([O-])O.[Na+]. (2) The reactants are: [I:1][C:2]1[CH:3]=[CH:4][C:5]([O:11][CH:12]([CH3:14])[CH3:13])=[C:6]([CH:10]=1)[C:7]([OH:9])=O.[NH2:15][C@@H:16]([CH2:27][OH:28])[CH2:17][C:18]1[C:26]2[C:21](=[CH:22][CH:23]=[CH:24][CH:25]=2)[NH:20][CH:19]=1.CCN=C=NCCCN(C)C.C1C=C2N=NN(O)C2=CC=1.O. Given the product [OH:28][CH2:27][C@H:16]([NH:15][C:7](=[O:9])[C:6]1[CH:10]=[C:2]([I:1])[CH:3]=[CH:4][C:5]=1[O:11][CH:12]([CH3:14])[CH3:13])[CH2:17][C:18]1[C:26]2[C:21](=[CH:22][CH:23]=[CH:24][CH:25]=2)[NH:20][CH:19]=1, predict the reactants needed to synthesize it. (3) Given the product [ClH:1].[C:8]([N:19]1[CH2:24][CH2:23][N:22]([CH2:25][CH2:26][C:27]([OH:29])=[O:28])[CH2:21][CH2:20]1)(=[O:18])/[CH:9]=[CH:10]/[CH2:11][CH2:12][CH2:13][CH2:14][CH2:15][CH2:16][CH3:17], predict the reactants needed to synthesize it. The reactants are: [ClH:1].O1CCOCC1.[C:8]([N:19]1[CH2:24][CH2:23][N:22]([CH2:25][CH2:26][C:27]([OH:29])=[O:28])[CH2:21][CH2:20]1)(=[O:18])/[CH:9]=[CH:10]/[CH2:11][CH2:12][CH2:13][CH2:14][CH2:15][CH2:16][CH3:17]. (4) Given the product [C:1]([O:5][C:6]([N:8]1[CH2:13][CH2:12][CH:11]([CH2:14][CH2:15][CH2:16][CH2:17][C:18]2[CH:19]=[CH:20][C:21]([C:24]([OH:26])=[O:25])=[CH:22][CH:23]=2)[CH2:10][CH2:9]1)=[O:7])([CH3:4])([CH3:2])[CH3:3], predict the reactants needed to synthesize it. The reactants are: [C:1]([O:5][C:6]([N:8]1[CH2:13][CH2:12][CH:11]([CH2:14][CH2:15][CH2:16][CH2:17][C:18]2[CH:23]=[CH:22][C:21]([C:24]([O:26]C)=[O:25])=[CH:20][CH:19]=2)[CH2:10][CH2:9]1)=[O:7])([CH3:4])([CH3:3])[CH3:2].[OH-].[Na+].CO. (5) Given the product [CH3:1][O:2][C:3]1[CH:4]=[C:5]([CH:21]=[CH:22][C:23]=1[O:24][CH3:25])[CH2:6][C@H:7]1[C:16]2[C:11](=[CH:12][C:13]([O:19][CH3:20])=[C:14]([O:17][CH3:18])[CH:15]=2)[CH2:10][CH2:9][N:8]1[CH2:27][C:28]([N:38]([CH2:31][C:32]1[CH:37]=[CH:36][CH:35]=[CH:34][CH:33]=1)[CH3:39])=[O:29], predict the reactants needed to synthesize it. The reactants are: [CH3:1][O:2][C:3]1[CH:4]=[C:5]([CH:21]=[CH:22][C:23]=1[O:24][CH3:25])[CH2:6][C@H:7]1[C:16]2[C:11](=[CH:12][C:13]([O:19][CH3:20])=[C:14]([O:17][CH3:18])[CH:15]=2)[CH2:10][CH2:9][NH:8]1.Br[CH2:27][C:28](Br)=[O:29].[CH2:31]([NH:38][CH3:39])[C:32]1[CH:37]=[CH:36][CH:35]=[CH:34][CH:33]=1.